Dataset: Forward reaction prediction with 1.9M reactions from USPTO patents (1976-2016). Task: Predict the product of the given reaction. (1) Given the reactants [OH:1][C:2]1[CH:10]=[C:9]2[C:5]([C:6]([C:15]3[CH:20]=[CH:19][CH:18]=[CH:17][CH:16]=3)=[C:7]([C:12]([OH:14])=O)[C:8]2=[O:11])=[CH:4][CH:3]=1.C(N(CC)CC)C.[CH:28]1([NH2:34])[CH2:33][CH2:32][CH2:31][CH2:30][CH2:29]1.O, predict the reaction product. The product is: [CH:28]1([NH:34][C:12]([C:7]2[C:8](=[O:11])[C:9]3[C:5]([C:6]=2[C:15]2[CH:20]=[CH:19][CH:18]=[CH:17][CH:16]=2)=[CH:4][CH:3]=[C:2]([OH:1])[CH:10]=3)=[O:14])[CH2:33][CH2:32][CH2:31][CH2:30][CH2:29]1. (2) Given the reactants [O:1]1[C:5]2[CH:6]=[CH:7][CH:8]=[CH:9][C:4]=2[NH:3][C:2]1=[O:10].[H-].[Na+].N[CH2:14][CH2:15][C:16]([NH:19][C:20](=[O:26])[O:21][C:22]([CH3:25])([CH3:24])[CH3:23])([CH3:18])[CH3:17].C(=O)([O-])O.[Na+], predict the reaction product. The product is: [CH3:18][C:16]([NH:19][C:20](=[O:26])[O:21][C:22]([CH3:25])([CH3:24])[CH3:23])([CH3:17])[CH2:15][CH2:14][N:3]1[C:4]2[CH:9]=[CH:8][CH:7]=[CH:6][C:5]=2[O:1][C:2]1=[O:10]. (3) Given the reactants [NH2:1][C:2]([C:4]1[CH:9]=[CH:8][C:7](B(O)O)=[CH:6][CH:5]=1)=[O:3].C(=O)([O-])[O-].[Na+].[Na+].Br[C:20]1[C:27]([C:28]#[N:29])=[C:26]([OH:30])[C:25]([OH:31])=[CH:24][C:21]=1[C:22]#[N:23].[OH-].[Na+], predict the reaction product. The product is: [C:28]([C:27]1[C:26]([OH:30])=[C:25]([OH:31])[CH:24]=[C:21]([C:22]#[N:23])[C:20]=1[C:7]1[CH:8]=[CH:9][C:4]([C:2]([NH2:1])=[O:3])=[CH:5][CH:6]=1)#[N:29]. (4) The product is: [CH3:17][C@@H:2]1[O:12][CH2:11][C@@H:10]2[CH2:9][CH2:8][C@@H:7]([C:13]([O:15][CH3:16])=[O:14])[CH2:6][N:5]2[C:3]1=[O:4]. Given the reactants Cl[C@H:2]([CH3:17])[C:3]([N:5]1[C@H:10]([CH2:11][OH:12])[CH2:9][CH2:8][C@@H:7]([C:13]([O:15][CH3:16])=[O:14])[CH2:6]1)=[O:4].[H-].[Na+], predict the reaction product. (5) Given the reactants [Cl:1][C:2]1[CH:9]=[C:8]([Cl:10])[CH:7]=[CH:6][C:3]=1[CH2:4][NH2:5].C(N(CC)CC)C.[CH3:18][O:19][C:20]([C:22]1[N:23]=[N:24][C:25]([Cl:29])=[CH:26][C:27]=1Cl)=[O:21].C(OCC)(=O)C, predict the reaction product. The product is: [CH3:18][O:19][C:20]([C:22]1[N:23]=[N:24][C:25]([Cl:29])=[CH:26][C:27]=1[NH:5][CH2:4][C:3]1[CH:6]=[CH:7][C:8]([Cl:10])=[CH:9][C:2]=1[Cl:1])=[O:21].